From a dataset of Full USPTO retrosynthesis dataset with 1.9M reactions from patents (1976-2016). Predict the reactants needed to synthesize the given product. Given the product [F:1][C:2]1[CH:3]=[C:4]([CH:29]=[CH:30][C:31]=1[F:32])[C:5]([N:7]=[C:8]([NH:23][C@@H:24]([CH3:28])[CH2:25][O:26][CH3:27])[NH:9][C:10]1[C:18]2[C:13](=[CH:14][C:15]([C:19]([F:20])([F:21])[F:22])=[CH:16][CH:17]=2)[N:12]([C:43]([O:45][CH2:46][CH3:47])=[O:44])[N:11]=1)=[O:6], predict the reactants needed to synthesize it. The reactants are: [F:1][C:2]1[CH:3]=[C:4]([CH:29]=[CH:30][C:31]=1[F:32])[C:5]([N:7]=[C:8]([NH:23][C@@H:24]([CH3:28])[CH2:25][O:26][CH3:27])[NH:9][C:10]1[C:18]2[C:13](=[CH:14][C:15]([C:19]([F:22])([F:21])[F:20])=[CH:16][CH:17]=2)[NH:12][N:11]=1)=[O:6].CCN(C(C)C)C(C)C.Cl[C:43]([O:45][CH2:46][CH3:47])=[O:44].